From a dataset of Catalyst prediction with 721,799 reactions and 888 catalyst types from USPTO. Predict which catalyst facilitates the given reaction. Reactant: [S:1]1[C:5]2=[CH:6][N:7]=[C:8]([C:10]([OH:12])=O)[CH:9]=[C:4]2[CH:3]=[CH:2]1.[NH:13]1[CH:17]=[CH:16][N:15]=[C:14]1[NH:18][C:19]([C:21]1[C:29]2[NH:28][C:27]([NH2:30])=[N:26][C:25]=2[CH:24]=[CH:23][CH:22]=1)=[O:20].CN(C(ON1N=NC2C=CC=CC1=2)=[N+](C)C)C.F[P-](F)(F)(F)(F)F.CCN(C(C)C)C(C)C. Product: [NH:15]1[CH:16]=[CH:17][N:13]=[C:14]1[NH:18][C:19]([C:21]1[C:29]2[N:28]=[C:27]([NH:30][C:10]([C:8]3[CH:9]=[C:4]4[CH:3]=[CH:2][S:1][C:5]4=[CH:6][N:7]=3)=[O:12])[NH:26][C:25]=2[CH:24]=[CH:23][CH:22]=1)=[O:20]. The catalyst class is: 3.